Dataset: Catalyst prediction with 721,799 reactions and 888 catalyst types from USPTO. Task: Predict which catalyst facilitates the given reaction. (1) Reactant: [Br:1][C:2]1[CH:3]=[C:4]2[C:8](=[CH:9][CH:10]=1)[NH:7][C:6](=[O:11])[CH2:5]2.[CH3:12][N:13]([CH3:28])[CH2:14][CH2:15][O:16][C:17]1[CH:18]=[C:19]2[C:23](=[CH:24][CH:25]=1)[NH:22][C:21]([CH:26]=O)=[CH:20]2.N1CCCCC1. Product: [Br:1][C:2]1[CH:3]=[C:4]2[C:8](=[CH:9][CH:10]=1)[NH:7][C:6](=[O:11])[C:5]2=[CH:26][C:21]1[NH:22][C:23]2[C:19]([CH:20]=1)=[CH:18][C:17]([O:16][CH2:15][CH2:14][N:13]([CH3:12])[CH3:28])=[CH:25][CH:24]=2. The catalyst class is: 8. (2) Reactant: [NH2:1][C:2]1[C:11]([Br:12])=[CH:10][CH:9]=[CH:8][C:3]=1[C:4]([NH:6][CH3:7])=[O:5].[CH:13](OC)(OC)OC.Cl.O1CCOCC1.C(=O)(O)[O-].[Na+]. Product: [Br:12][C:11]1[CH:10]=[CH:9][CH:8]=[C:3]2[C:2]=1[N:1]=[CH:7][N:6]([CH3:13])[C:4]2=[O:5]. The catalyst class is: 37. (3) Reactant: [NH2:1][C:2]1[N:7]=[C:6]([O:8][CH2:9][CH2:10][CH2:11][CH3:12])[N:5]=[C:4]([OH:13])[CH:3]=1.[N:14]([O-])=[O:15].[Na+]. Product: [NH2:1][C:2]1[N:7]=[C:6]([O:8][CH2:9][CH2:10][CH2:11][CH3:12])[N:5]=[C:4]([OH:13])[C:3]=1[N:14]=[O:15]. The catalyst class is: 52. (4) Reactant: [CH2:1]([N:8]([CH2:17][C:18]1[CH:23]=[CH:22][CH:21]=[CH:20][CH:19]=1)[C:9]1[CH:14]=[CH:13][C:12]([F:15])=[CH:11][C:10]=1[F:16])[C:2]1[CH:7]=[CH:6][CH:5]=[CH:4][CH:3]=1.CC(C)=O.C([Li])CCC.Cl[C:34]([O:36][CH2:37][C:38]1[CH:43]=[CH:42][CH:41]=[CH:40][CH:39]=1)=[O:35]. Product: [CH2:37]([O:36][C:34](=[O:35])[C:11]1[C:12]([F:15])=[CH:13][CH:14]=[C:9]([N:8]([CH2:1][C:2]2[CH:3]=[CH:4][CH:5]=[CH:6][CH:7]=2)[CH2:17][C:18]2[CH:23]=[CH:22][CH:21]=[CH:20][CH:19]=2)[C:10]=1[F:16])[C:38]1[CH:43]=[CH:42][CH:41]=[CH:40][CH:39]=1. The catalyst class is: 30.